From a dataset of Full USPTO retrosynthesis dataset with 1.9M reactions from patents (1976-2016). Predict the reactants needed to synthesize the given product. Given the product [CH2:9]([O:11][C:12]([C:14]1[C:15](=[O:37])[N:16]([CH2:30][C:31]2[CH:32]=[CH:33][CH:34]=[CH:35][CH:36]=2)[C:17]2[C:22]([C:23]=1[N:24]1[CH2:25][CH2:26][N:27]([C:6]([C:2]3[S:1][CH:5]=[CH:4][CH:3]=3)=[O:7])[CH2:28][CH2:29]1)=[CH:21][CH:20]=[CH:19][N:18]=2)=[O:13])[CH3:10], predict the reactants needed to synthesize it. The reactants are: [S:1]1[CH:5]=[CH:4][CH:3]=[C:2]1[C:6](Cl)=[O:7].[CH2:9]([O:11][C:12]([C:14]1[C:15](=[O:37])[N:16]([CH2:30][C:31]2[CH:36]=[CH:35][CH:34]=[CH:33][CH:32]=2)[C:17]2[C:22]([C:23]=1[N:24]1[CH2:29][CH2:28][NH:27][CH2:26][CH2:25]1)=[CH:21][CH:20]=[CH:19][N:18]=2)=[O:13])[CH3:10].